Dataset: NCI-60 drug combinations with 297,098 pairs across 59 cell lines. Task: Regression. Given two drug SMILES strings and cell line genomic features, predict the synergy score measuring deviation from expected non-interaction effect. (1) Drug 1: CCC1(CC2CC(C3=C(CCN(C2)C1)C4=CC=CC=C4N3)(C5=C(C=C6C(=C5)C78CCN9C7C(C=CC9)(C(C(C8N6C=O)(C(=O)OC)O)OC(=O)C)CC)OC)C(=O)OC)O.OS(=O)(=O)O. Drug 2: CCC1(C2=C(COC1=O)C(=O)N3CC4=CC5=C(C=CC(=C5CN(C)C)O)N=C4C3=C2)O.Cl. Cell line: HT29. Synergy scores: CSS=27.5, Synergy_ZIP=-2.99, Synergy_Bliss=-2.42, Synergy_Loewe=-23.5, Synergy_HSA=-4.45. (2) Drug 1: CCC1=CC2CC(C3=C(CN(C2)C1)C4=CC=CC=C4N3)(C5=C(C=C6C(=C5)C78CCN9C7C(C=CC9)(C(C(C8N6C)(C(=O)OC)O)OC(=O)C)CC)OC)C(=O)OC.C(C(C(=O)O)O)(C(=O)O)O. Drug 2: B(C(CC(C)C)NC(=O)C(CC1=CC=CC=C1)NC(=O)C2=NC=CN=C2)(O)O. Cell line: SF-268. Synergy scores: CSS=41.1, Synergy_ZIP=1.82, Synergy_Bliss=-0.620, Synergy_Loewe=-1.29, Synergy_HSA=-2.06. (3) Drug 1: C1C(C(OC1N2C=C(C(=O)NC2=O)F)CO)O. Drug 2: CS(=O)(=O)CCNCC1=CC=C(O1)C2=CC3=C(C=C2)N=CN=C3NC4=CC(=C(C=C4)OCC5=CC(=CC=C5)F)Cl. Cell line: SF-539. Synergy scores: CSS=32.0, Synergy_ZIP=-1.38, Synergy_Bliss=-6.45, Synergy_Loewe=-40.0, Synergy_HSA=-5.06. (4) Drug 1: CCCCCOC(=O)NC1=NC(=O)N(C=C1F)C2C(C(C(O2)C)O)O. Drug 2: C1CNP(=O)(OC1)N(CCCl)CCCl. Cell line: UACC-257. Synergy scores: CSS=-6.18, Synergy_ZIP=2.77, Synergy_Bliss=0.596, Synergy_Loewe=-4.82, Synergy_HSA=-4.89. (5) Drug 1: C1=NC2=C(N1)C(=S)N=C(N2)N. Drug 2: C1CN(P(=O)(OC1)NCCCl)CCCl. Cell line: LOX IMVI. Synergy scores: CSS=34.1, Synergy_ZIP=0.809, Synergy_Bliss=-3.20, Synergy_Loewe=-7.14, Synergy_HSA=-2.25.